This data is from Experimentally validated miRNA-target interactions with 360,000+ pairs, plus equal number of negative samples. The task is: Binary Classification. Given a miRNA mature sequence and a target amino acid sequence, predict their likelihood of interaction. (1) The miRNA is rno-miR-15b-5p with sequence UAGCAGCACAUCAUGGUUUACA. The protein sequence of the target gene is MPRVVPDQRSKFENEEFFRKLSRECEIKYTGFRDRPHEERQTRFQNACRDGRSEIAFVATGTNLSLQFFPASWQGEQRQTPSREYVDLEREAGKVYLKAPMILNGVCVIWKGWIDLHRLDGMGCLEFDEERAQQEDALAQQAFEEARRRTREFEDRDRSHREEMEARRQQDPSPGSNLGGGDDLKLR. Result: 0 (no interaction). (2) The miRNA is hsa-miR-1278 with sequence UAGUACUGUGCAUAUCAUCUAU. The protein sequence of the target gene is MQRAAVLVRRGSCPRASGPWGRSHSSAAAEASAALKVRPERSPRDRILTLESMNPQVKAVEYAVRGPIVLKAGEIEMELQRGIKKPFTEVIRANIGDAHAMGQQPITFLRQVMALCTYPNLLNSPSFPEDAKKRARRILQACGGNSLGSYSASQGVNCIREDVAAFITRRDGVPADPDNIYLTTGASDGISTILKLLVSGGGKSRTGVMIPIPQYPLYSAVISELDAVQVNYYLDEENCWALNVDELRRALRQAKDHCDPKVLCIINPGNPTGQVQSRKCIEDVIHFAWEEKLFLLADEV.... Result: 0 (no interaction).